From a dataset of Reaction yield outcomes from USPTO patents with 853,638 reactions. Predict the reaction yield, written as a fraction of the theoretical maximum amount of product (1.0 means a 100% yield; for example, 0.34 means a 34% yield). (1) The reactants are [OH:1][CH2:2][CH2:3][C:4]1[N:5]([CH2:26][C:27]([O:29]CC)=[O:28])[C:6]([CH3:25])=[C:7]([CH2:10][C:11]2[CH:16]=[CH:15][C:14]([S:17]([N:20]3[CH2:24][CH2:23][CH2:22][CH2:21]3)(=[O:19])=[O:18])=[CH:13][CH:12]=2)[C:8]=1[CH3:9].[Li+].[OH-]. The catalyst is C1COCC1.CO.O. The product is [OH:1][CH2:2][CH2:3][C:4]1[N:5]([CH2:26][C:27]([OH:29])=[O:28])[C:6]([CH3:25])=[C:7]([CH2:10][C:11]2[CH:16]=[CH:15][C:14]([S:17]([N:20]3[CH2:24][CH2:23][CH2:22][CH2:21]3)(=[O:18])=[O:19])=[CH:13][CH:12]=2)[C:8]=1[CH3:9]. The yield is 0.640. (2) The yield is 0.822. The reactants are [C:1]([N:4]1[CH2:9][CH2:8][CH:7]([C:10](N(OC)C)=[O:11])[CH2:6][CH2:5]1)(=[O:3])[CH3:2].[CH3:16][Mg]Br. The product is [N:4]1([C:1](=[O:3])[CH3:2])[CH2:5][CH2:6][CH:7]([C:10](=[O:11])[CH3:16])[CH2:8][CH2:9]1. The catalyst is C1COCC1. (3) The reactants are [CH2:1]([O:3][C:4](=[O:12])[C:5]1[CH:10]=[CH:9][C:8](Br)=[CH:7][CH:6]=1)[CH3:2].[CH3:13][O:14][C:15]1[CH:20]=[CH:19][C:18](B(O)O)=[CH:17][CH:16]=1.C(=O)([O-])[O-].[Na+].[Na+]. The catalyst is C1(C)C=CC=CC=1.[Pd].C1(P(C2C=CC=CC=2)C2C=CC=CC=2)C=CC=CC=1.C1(P(C2C=CC=CC=2)C2C=CC=CC=2)C=CC=CC=1.C1(P(C2C=CC=CC=2)C2C=CC=CC=2)C=CC=CC=1.C1(P(C2C=CC=CC=2)C2C=CC=CC=2)C=CC=CC=1. The product is [CH2:1]([O:3][C:4]([C:5]1[CH:10]=[CH:9][C:8]([C:18]2[CH:19]=[CH:20][C:15]([O:14][CH3:13])=[CH:16][CH:17]=2)=[CH:7][CH:6]=1)=[O:12])[CH3:2]. The yield is 0.958.